From a dataset of Full USPTO retrosynthesis dataset with 1.9M reactions from patents (1976-2016). Predict the reactants needed to synthesize the given product. (1) Given the product [Cl:1][C:2]1[CH:3]=[CH:4][C:5]([CH:8]2[C:12]3[N:13]([CH:17]([CH3:18])[CH3:19])[C:14]([CH3:16])=[N:15][C:11]=3[C:10](=[O:20])[NH:9]2)=[CH:6][CH:7]=1, predict the reactants needed to synthesize it. The reactants are: [Cl:1][C:2]1[CH:7]=[CH:6][C:5]([CH:8]2[C:12]3[N:13]([CH:17]([CH3:19])[CH3:18])[C:14]([CH3:16])=[N:15][C:11]=3[C:10](=[O:20])[N:9]2CC2C=CC(OC)=CC=2)=[CH:4][CH:3]=1.C(O)(C(F)(F)F)=O. (2) Given the product [Cl:28][C:29]1[C:34]([O:35][CH2:36][CH3:37])=[C:33]([CH2:38][N:17]2[CH2:16][C:15]3([CH2:26][C:12]([N:9]4[CH2:10][CH2:11][C:6]([CH3:27])([C:4]([O:3][CH2:1][CH3:2])=[O:5])[CH2:7][CH2:8]4)=[N:13][O:14]3)[CH2:18]2)[CH:32]=[C:31]([CH:40]2[CH2:42][CH2:41]2)[C:30]=1[C:43]1[CH:48]=[CH:47][C:46]([F:49])=[CH:45][C:44]=1[F:50], predict the reactants needed to synthesize it. The reactants are: [CH2:1]([O:3][C:4]([C:6]1([CH3:27])[CH2:11][CH2:10][N:9]([C:12]2[CH2:26][C:15]3([CH2:18][N:17](C(OC(C)(C)C)=O)[CH2:16]3)[O:14][N:13]=2)[CH2:8][CH2:7]1)=[O:5])[CH3:2].[Cl:28][C:29]1[C:34]([O:35][CH2:36][CH3:37])=[C:33]([CH:38]=O)[CH:32]=[C:31]([CH:40]2[CH2:42][CH2:41]2)[C:30]=1[C:43]1[CH:48]=[CH:47][C:46]([F:49])=[CH:45][C:44]=1[F:50]. (3) Given the product [CH:30]([OH:55])=[O:62].[CH2:2]1[C:3]2([CH2:8][CH2:7][CH2:6][CH2:5][N:4]2[C:9]2[N:13]3[CH:14]=[C:15]([O:18][C@H:19]4[C:28]5[C:23](=[CH:24][CH:25]=[CH:26][CH:27]=5)[C@@H:22]([NH:29][C:30]([NH:31][C:32]5[N:36]([C:37]6[CH:50]=[CH:49][CH:48]=[C:39]([O:40][CH2:41][CH2:42][N:57]([CH3:58])[CH3:56])[CH:38]=6)[N:35]=[C:34]([C:51]([CH3:53])([CH3:54])[CH3:52])[CH:33]=5)=[O:55])[CH2:21][CH2:20]4)[CH:16]=[CH:17][C:12]3=[N:11][N:10]=2)[CH2:1]1, predict the reactants needed to synthesize it. The reactants are: [CH2:1]1[C:3]2([CH2:8][CH2:7][CH2:6][CH2:5][N:4]2[C:9]2[N:13]3[CH:14]=[C:15]([O:18][C@H:19]4[C:28]5[C:23](=[CH:24][CH:25]=[CH:26][CH:27]=5)[C@@H:22]([NH:29][C:30](=[O:55])[NH:31][C:32]5[N:36]([C:37]6[CH:38]=[C:39]([CH:48]=[CH:49][CH:50]=6)[O:40][CH2:41][CH2:42]OS(C)(=O)=O)[N:35]=[C:34]([C:51]([CH3:54])([CH3:53])[CH3:52])[CH:33]=5)[CH2:21][CH2:20]4)[CH:16]=[CH:17][C:12]3=[N:11][N:10]=2)[CH2:2]1.[CH3:56][NH:57][CH3:58].C1C[O:62]CC1. (4) Given the product [C:20]([O:24][C:25]([NH:27][C:28]1[CH:29]=[C:30]([C:6]([NH:8][C:9]2[N:10]=[C:11]([C:15]([O:17][CH3:18])=[O:16])[N:12]([CH3:14])[CH:13]=2)=[O:7])[N:31]([CH3:33])[CH:32]=1)=[O:26])([CH3:23])([CH3:22])[CH3:21], predict the reactants needed to synthesize it. The reactants are: C(O[C:6]([NH:8][C:9]1[N:10]=[C:11]([C:15]([O:17][CH3:18])=[O:16])[N:12]([CH3:14])[CH:13]=1)=[O:7])(C)(C)C.Cl.[C:20]([O:24][C:25]([NH:27][C:28]1[CH:29]=[C:30](C(O)=O)[N:31]([CH3:33])[CH:32]=1)=[O:26])([CH3:23])([CH3:22])[CH3:21].C(Cl)CCl.CCN(C(C)C)C(C)C.